Dataset: Full USPTO retrosynthesis dataset with 1.9M reactions from patents (1976-2016). Task: Predict the reactants needed to synthesize the given product. (1) The reactants are: [CH2:1]([O:3][C:4]([C:6]1[O:7][C:8]2[CH:15]=[CH:14][C:13]([Br:16])=[C:12]([OH:17])[C:9]=2[C:10]=1[CH3:11])=[O:5])[CH3:2].IC.[C:20]([O-])([O-])=O.[K+].[K+]. Given the product [CH2:1]([O:3][C:4]([C:6]1[O:7][C:8]2[CH:15]=[CH:14][C:13]([Br:16])=[C:12]([O:17][CH3:20])[C:9]=2[C:10]=1[CH3:11])=[O:5])[CH3:2], predict the reactants needed to synthesize it. (2) Given the product [OH:1][C@@H:2]([C@H:4]1[C:24](=[O:25])[N:6]2[C:7]([C:21]([O:23][CH2:37][O:36][C:34]([O:33][CH:30]3[CH2:29][CH2:28][O:27][CH2:32][CH2:31]3)=[O:35])=[O:22])=[C:8]([S:11]/[CH:12]=[CH:13]\[C:14]3[S:18][CH:17]=[N:16][C:15]=3[CH2:19][OH:20])[C@H:9]([CH3:10])[C@H:5]12)[CH3:3], predict the reactants needed to synthesize it. The reactants are: [OH:1][C@@H:2]([C@H:4]1[C:24](=[O:25])[N:6]2[C:7]([C:21]([O-:23])=[O:22])=[C:8]([S:11]/[CH:12]=[CH:13]\[C:14]3[S:18][CH:17]=[N:16][C:15]=3[CH2:19][OH:20])[C@H:9]([CH3:10])[C@H:5]12)[CH3:3].[Na+].[O:27]1[CH2:32][CH2:31][CH:30]([O:33][C:34]([O:36][CH2:37]I)=[O:35])[CH2:29][CH2:28]1. (3) Given the product [NH2:20][CH2:23][CH2:24][CH2:25][C:26]1[C:34]2[C:29](=[C:30]([Cl:51])[CH:31]=[CH:32][C:33]=2[NH:35][C:36]2[C:44]3[C:39](=[CH:40][N:41]=[CH:42][CH:43]=3)[O:38][C:37]=2[C:45]2[N:46]=[CH:47][CH:48]=[CH:49][N:50]=2)[N:28]([C:52]([O:54][C:55]([CH3:58])([CH3:57])[CH3:56])=[O:53])[N:27]=1, predict the reactants needed to synthesize it. The reactants are: C1(P(C2C=CC=CC=2)C2C=CC=CC=2)C=CC=CC=1.[N:20]([CH2:23][CH2:24][CH2:25][C:26]1[C:34]2[C:29](=[C:30]([Cl:51])[CH:31]=[CH:32][C:33]=2[NH:35][C:36]2[C:44]3[C:39](=[CH:40][N:41]=[CH:42][CH:43]=3)[O:38][C:37]=2[C:45]2[N:50]=[CH:49][CH:48]=[CH:47][N:46]=2)[N:28]([C:52]([O:54][C:55]([CH3:58])([CH3:57])[CH3:56])=[O:53])[N:27]=1)=[N+]=[N-]. (4) Given the product [C:13]1([C:31]2[CH:36]=[CH:35][CH:34]=[CH:33][CH:32]=2)[CH:14]=[CH:15][CH:16]=[CH:17][C:12]=1[CH:11]([O:19][CH2:20][CH2:21][CH2:22][O:23][CH3:24])[CH:7]1[CH2:8][CH2:9][CH2:10][N:5]([S:2]([CH3:1])(=[O:4])=[O:3])[CH2:6]1, predict the reactants needed to synthesize it. The reactants are: [CH3:1][S:2]([N:5]1[CH2:10][CH2:9][CH2:8][CH:7]([CH:11]([O:19][CH2:20][CH2:21][CH2:22][O:23][CH3:24])[C:12]2[CH:17]=[CH:16][CH:15]=[CH:14][C:13]=2Br)[CH2:6]1)(=[O:4])=[O:3].C([O-])([O-])=O.[Cs+].[Cs+].[C:31]1(B(O)O)[CH:36]=[CH:35][CH:34]=[CH:33][CH:32]=1.